Dataset: Forward reaction prediction with 1.9M reactions from USPTO patents (1976-2016). Task: Predict the product of the given reaction. Given the reactants [Br:1][C:2]1[C:8]([Cl:9])=[CH:7][C:5]([NH2:6])=[C:4]([I:10])[CH:3]=1.C(N(CC)C(C)C)(C)C.[F:20][C:21]([F:32])([F:31])[C:22](O[C:22](=[O:23])[C:21]([F:32])([F:31])[F:20])=[O:23], predict the reaction product. The product is: [Br:1][C:2]1[C:8]([Cl:9])=[CH:7][C:5]([NH:6][C:22](=[O:23])[C:21]([F:32])([F:31])[F:20])=[C:4]([I:10])[CH:3]=1.